Dataset: Reaction yield outcomes from USPTO patents with 853,638 reactions. Task: Predict the reaction yield, written as a fraction of the theoretical maximum amount of product (1.0 means a 100% yield; for example, 0.34 means a 34% yield). (1) The reactants are [BH4-].[Na+].[CH3:3][CH:4]1[CH2:8][CH2:7][CH2:6][N:5]1[CH2:9][CH2:10][CH2:11][O:12][C:13]1[CH:18]=[CH:17][C:16]([C:19]2[O:20][CH:21]=[C:22]([CH2:24][C:25](=O)[N:26]3[CH2:30][CH2:29][CH2:28][CH2:27]3)[N:23]=2)=[CH:15][CH:14]=1.II.[OH-].[K+]. The catalyst is O1CCCC1.CO. The product is [CH3:3][CH:4]1[CH2:8][CH2:7][CH2:6][N:5]1[CH2:9][CH2:10][CH2:11][O:12][C:13]1[CH:14]=[CH:15][C:16]([C:19]2[O:20][CH:21]=[C:22]([CH2:24][CH2:25][N:26]3[CH2:27][CH2:28][CH2:29][CH2:30]3)[N:23]=2)=[CH:17][CH:18]=1. The yield is 0.160. (2) The yield is 0.900. The product is [CH3:1][O:2][C:3]1[C:8]([CH2:9][NH:10][C:11]2[CH:24]=[CH:23][C:14]3[C@H:15]([CH2:18][C:19]([OH:21])=[O:20])[CH2:16][O:17][C:13]=3[CH:12]=2)=[CH:7][CH:6]=[CH:5][C:4]=1[C:25]1[C:30]([CH3:31])=[CH:29][CH:28]=[CH:27][C:26]=1[CH3:32]. The catalyst is CO.O1CCCC1. The reactants are [CH3:1][O:2][C:3]1[C:8]([CH2:9][NH:10][C:11]2[CH:24]=[CH:23][C:14]3[C@H:15]([CH2:18][C:19]([O:21]C)=[O:20])[CH2:16][O:17][C:13]=3[CH:12]=2)=[CH:7][CH:6]=[CH:5][C:4]=1[C:25]1[C:30]([CH3:31])=[CH:29][CH:28]=[CH:27][C:26]=1[CH3:32].[OH-].[Na+]. (3) The reactants are C([C:4]1([CH2:8][O:9][C@H:10]2[CH2:15][CH2:14][C@H:13]([N:16]3[C:21](=[O:22])[C:20]([CH2:23][C:24]4[CH:29]=[CH:28][C:27]([C:30]5[C:31]([C:36]#[N:37])=[CH:32][CH:33]=[CH:34][CH:35]=5)=[CH:26][C:25]=4[F:38])=[C:19]([CH2:39][CH2:40][CH3:41])[N:18]4[N:42]=[CH:43][N:44]=[C:17]34)[CH2:12][CH2:11]2)[CH2:7][CH2:6][CH2:5]1)(=O)C.O.OO.FC(F)(F)C(OC(=O)C(F)(F)F)=[O:51].C(=O)([O-])O.[Na+].S([O-])([O-])(=O)=S.[Na+].[Na+]. The catalyst is C(Cl)(Cl)Cl. The product is [F:38][C:25]1[CH:26]=[C:27]([C:30]2[C:31]([C:36]#[N:37])=[CH:32][CH:33]=[CH:34][CH:35]=2)[CH:28]=[CH:29][C:24]=1[CH2:23][C:20]1[C:21](=[O:22])[N:16]([C@H:13]2[CH2:14][CH2:15][C@H:10]([O:9][CH2:8][C:4]3([OH:51])[CH2:7][CH2:6][CH2:5]3)[CH2:11][CH2:12]2)[C:17]2[N:18]([N:42]=[CH:43][N:44]=2)[C:19]=1[CH2:39][CH2:40][CH3:41]. The yield is 0.650. (4) The reactants are [CH3:1][C:2]1[CH:3]=[CH:4][CH:5]=[C:6]2[C:11]=1[C:10](=[O:12])[N:9]([C:13]1[CH:18]=[CH:17][CH:16]=[CH:15][C:14]=1[CH3:19])[C:8]([CH:20]=[O:21])=[CH:7]2.O.[CH2:23]1COCC1. No catalyst specified. The product is [OH:21][CH:20]([C:8]1[N:9]([C:13]2[CH:18]=[CH:17][CH:16]=[CH:15][C:14]=2[CH3:19])[C:10](=[O:12])[C:11]2[C:6]([CH:7]=1)=[CH:5][CH:4]=[CH:3][C:2]=2[CH3:1])[CH3:23]. The yield is 0.710.